From a dataset of Peptide-MHC class II binding affinity with 134,281 pairs from IEDB. Regression. Given a peptide amino acid sequence and an MHC pseudo amino acid sequence, predict their binding affinity value. This is MHC class II binding data. (1) The peptide sequence is EKKYFAATTFEPLAA. The MHC is HLA-DPA10301-DPB10402 with pseudo-sequence HLA-DPA10301-DPB10402. The binding affinity (normalized) is 0.950. (2) The peptide sequence is AFKVAATAAYAAPAN. The MHC is HLA-DPA10201-DPB11401 with pseudo-sequence HLA-DPA10201-DPB11401. The binding affinity (normalized) is 0.797. (3) The peptide sequence is PARLFKAFVLDSDNL. The MHC is HLA-DQA10301-DQB10302 with pseudo-sequence HLA-DQA10301-DQB10302. The binding affinity (normalized) is 0.527. (4) The peptide sequence is NTTIARYRRGRRAND. The MHC is DRB1_0101 with pseudo-sequence DRB1_0101. The binding affinity (normalized) is 0.294.